Task: Predict which catalyst facilitates the given reaction.. Dataset: Catalyst prediction with 721,799 reactions and 888 catalyst types from USPTO (1) Reactant: ClC(N(C)C)=C(C)C.[Si:9]([O:16][C@@H:17]([CH2:21][O:22][CH3:23])[C:18]([OH:20])=O)([C:12]([CH3:15])([CH3:14])[CH3:13])([CH3:11])[CH3:10].N1C=CC=CC=1.[CH3:30][C:31]1[N:35]=[C:34]([NH2:36])[S:33][N:32]=1.C(O)(=O)CC(CC(O)=O)(C(O)=O)O. Product: [Si:9]([O:16][C@@H:17]([CH2:21][O:22][CH3:23])[C:18]([NH:36][C:34]1[S:33][N:32]=[C:31]([CH3:30])[N:35]=1)=[O:20])([C:12]([CH3:13])([CH3:14])[CH3:15])([CH3:10])[CH3:11]. The catalyst class is: 2. (2) Reactant: Br[C:2]1[CH:7]=[CH:6][C:5]([S:8]([N:11]([CH3:13])[CH3:12])(=[O:10])=[O:9])=[C:4]([O:14][C:15]([F:18])([F:17])[F:16])[CH:3]=1.[C:19]([C:21]1[N:25]([CH3:26])[C:24](B(O)O)=[CH:23][CH:22]=1)#[N:20].[F-].[K+].C(P(C(C)(C)C)C(C)(C)C)(C)(C)C. Product: [C:19]([C:21]1[N:25]([CH3:26])[C:24]([C:2]2[CH:7]=[CH:6][C:5]([S:8]([N:11]([CH3:13])[CH3:12])(=[O:10])=[O:9])=[C:4]([O:14][C:15]([F:18])([F:17])[F:16])[CH:3]=2)=[CH:23][CH:22]=1)#[N:20]. The catalyst class is: 110. (3) Reactant: [CH2:1]([O:3][C:4]([N:6]1[C:15]2[C:10](=[CH:11][C:12]([O:18][CH3:19])=[C:13]([O:16][CH3:17])[CH:14]=2)[C:9](=O)[CH2:8][CH:7]1[CH3:21])=[O:5])[CH3:2].O.[NH2:23][NH2:24]. Product: [CH2:1]([O:3][C:4]([N:6]1[C:15]2[C:10](=[CH:11][C:12]([O:18][CH3:19])=[C:13]([O:16][CH3:17])[CH:14]=2)[C:9](=[N:23][NH2:24])[CH2:8][CH:7]1[CH3:21])=[O:5])[CH3:2]. The catalyst class is: 8.